The task is: Predict the reactants needed to synthesize the given product.. This data is from Full USPTO retrosynthesis dataset with 1.9M reactions from patents (1976-2016). (1) Given the product [CH:15]1([NH:18][C:19](=[O:37])[C:20]2[CH:21]=[C:22]([F:36])[C:23]([CH3:35])=[C:24]([C:2]3[CH:14]=[CH:13][C:5]4[C:6]([NH:9][CH:10]5[CH2:12][CH2:11]5)=[N:7][O:8][C:4]=4[CH:3]=3)[CH:25]=2)[CH2:16][CH2:17]1, predict the reactants needed to synthesize it. The reactants are: Br[C:2]1[CH:14]=[CH:13][C:5]2[C:6]([NH:9][CH:10]3[CH2:12][CH2:11]3)=[N:7][O:8][C:4]=2[CH:3]=1.[CH:15]1([NH:18][C:19](=[O:37])[C:20]2[CH:25]=[C:24](B3OC(C)(C)C(C)(C)O3)[C:23]([CH3:35])=[C:22]([F:36])[CH:21]=2)[CH2:17][CH2:16]1.C(=O)([O-])O.[Na+]. (2) The reactants are: Cl[C:2]1[N:3]=[C:4]([N:13]2[CH2:18][CH2:17][O:16][CH2:15][CH2:14]2)[C:5]2[CH2:10][O:9][C:8]3([CH2:12][CH2:11]3)[C:6]=2[N:7]=1.[CH2:19]([NH:21][C:22]([NH:24][C:25]1[CH:30]=[CH:29][C:28](B2OC(C)(C)C(C)(C)O2)=[CH:27][CH:26]=1)=[O:23])[CH3:20].O1CCOCC1.C([O-])(O)=O.[Na+]. Given the product [CH2:19]([NH:21][C:22]([NH:24][C:25]1[CH:30]=[CH:29][C:28]([C:2]2[N:3]=[C:4]([N:13]3[CH2:18][CH2:17][O:16][CH2:15][CH2:14]3)[C:5]3[CH2:10][O:9][C:8]4([CH2:12][CH2:11]4)[C:6]=3[N:7]=2)=[CH:27][CH:26]=1)=[O:23])[CH3:20], predict the reactants needed to synthesize it. (3) Given the product [C:22]([O:21][C:19]([NH:18][C@@H:14]([CH:15]([CH3:17])[CH3:16])[C:13]([N:5]([CH2:4][C:3]([OH:27])=[O:2])[CH2:6][CH:7]1[CH2:8][CH2:9][CH2:10][CH2:11][CH2:12]1)=[O:26])=[O:20])([CH3:25])([CH3:24])[CH3:23], predict the reactants needed to synthesize it. The reactants are: C[O:2][C:3](=[O:27])[CH2:4][N:5]([C:13](=[O:26])[C@@H:14]([NH:18][C:19]([O:21][C:22]([CH3:25])([CH3:24])[CH3:23])=[O:20])[CH:15]([CH3:17])[CH3:16])[CH2:6][CH:7]1[CH2:12][CH2:11][CH2:10][CH2:9][CH2:8]1.[Li+].[OH-]. (4) Given the product [CH3:9][O:8][C:5]1[CH:6]=[CH:7][C:2]([CH2:19][C:18](=[O:20])[C:17]([CH3:22])([CH3:21])[CH3:16])=[CH:3][C:4]=1[O:10][CH2:11][CH2:12][CH2:13][O:14][CH3:15], predict the reactants needed to synthesize it. The reactants are: Br[C:2]1[CH:7]=[CH:6][C:5]([O:8][CH3:9])=[C:4]([O:10][CH2:11][CH2:12][CH2:13][O:14][CH3:15])[CH:3]=1.[CH3:16][C:17]([CH3:22])([CH3:21])[C:18](=[O:20])[CH3:19].CC(C)([O-])C.[Na+].